Dataset: Reaction yield outcomes from USPTO patents with 853,638 reactions. Task: Predict the reaction yield, written as a fraction of the theoretical maximum amount of product (1.0 means a 100% yield; for example, 0.34 means a 34% yield). (1) The reactants are [C:1]([N:4]1[CH2:8][CH2:7][C:6]2([C:16]3[C:11](=[CH:12][CH:13]=[CH:14][CH:15]=3)[N:10](C(=O)C(F)(F)F)[CH2:9]2)[CH2:5]1)(=[O:3])[CH3:2].Cl[S:24]([OH:27])(=O)=[O:25].C(N(CC)C(C)C)(C)C.[CH3:37][N:38]1[CH2:43][CH2:42][NH:41][CH2:40][CH2:39]1. The catalyst is C(Cl)Cl.O. The product is [CH3:37][N:38]1[CH2:43][CH2:42][N:41]([S:24]([C:14]2[CH:15]=[C:16]3[C:6]4([CH2:7][CH2:8][N:4]([C:1](=[O:3])[CH3:2])[CH2:5]4)[CH2:9][NH:10][C:11]3=[CH:12][CH:13]=2)(=[O:27])=[O:25])[CH2:40][CH2:39]1. The yield is 0.820. (2) The reactants are [O:1]1[C:5]2([CH2:10][CH2:9][C:8]([CH:11]=[O:12])=[CH:7][CH2:6]2)[O:4][CH2:3][CH2:2]1. The catalyst is [Pd].C1COCC1. The product is [O:1]1[C:5]2([CH2:10][CH2:9][CH:8]([CH:11]=[O:12])[CH2:7][CH2:6]2)[O:4][CH2:3][CH2:2]1. The yield is 0.850. (3) The reactants are [NH:1]1[C:5]2[NH:6][CH:7]=[CH:8][C:9](=O)[C:4]=2[CH:3]=[N:2]1.P(Cl)(Cl)(Cl)(Cl)[Cl:12]. The catalyst is O=P(Cl)(Cl)Cl. The product is [Cl:12][C:9]1[CH:8]=[CH:7][N:6]=[C:5]2[NH:1][N:2]=[CH:3][C:4]=12. The yield is 0.600. (4) The reactants are Cl.[CH3:2][NH:3][C@@H:4]([CH2:20][C:21]1[CH:26]=[CH:25][CH:24]=[CH:23][CH:22]=1)[CH2:5][CH2:6][NH:7][C:8]([C:10]1[N:14]([CH3:15])[C:13]2[CH:16]=[CH:17][CH:18]=[CH:19][C:12]=2[N:11]=1)=[O:9].[NH:27]1[C:35]2[CH:34]=[CH:33][CH:32]=[C:31]([C:36]([OH:38])=O)[C:30]=2[CH:29]=[CH:28]1.C1C=CC2N(O)N=NC=2C=1.Cl.C(N(CC)CC)C. The catalyst is C(Cl)Cl.CCOC(C)=O.C(Cl)CCl. The product is [NH:27]1[C:35]2[CH:34]=[CH:33][CH:32]=[C:31]([C:36]([N:3]([CH3:2])[C@@H:4]([CH2:20][C:21]3[CH:22]=[CH:23][CH:24]=[CH:25][CH:26]=3)[CH2:5][CH2:6][NH:7][C:8]([C:10]3[N:14]([CH3:15])[C:13]4[CH:16]=[CH:17][CH:18]=[CH:19][C:12]=4[N:11]=3)=[O:9])=[O:38])[C:30]=2[CH:29]=[CH:28]1. The yield is 0.470. (5) The reactants are O[CH2:2][CH2:3][CH2:4][CH2:5][C:6]([O:8][CH2:9][C:10]1[CH:15]=[CH:14][CH:13]=[CH:12][CH:11]=1)=[O:7].C(N(CC)CC)C.[CH3:23][S:24](Cl)(=[O:26])=[O:25]. The catalyst is ClCCl. The product is [CH3:23][S:24]([CH2:2][CH2:3][CH2:4][CH2:5][C:6]([O:8][CH2:9][C:10]1[CH:15]=[CH:14][CH:13]=[CH:12][CH:11]=1)=[O:7])(=[O:26])=[O:25]. The yield is 0.500. (6) The product is [NH2:1][C:2]1[C:3]2[C:13]([O:14][CH2:15][CH2:16][CH2:17][CH2:18][CH2:19][CH2:20][NH:21][C:22]([NH2:24])=[O:23])=[CH:12][CH:11]=[CH:10][C:4]=2[NH:5][S:6](=[O:8])(=[O:9])[N:7]=1. The yield is 1.00. The reactants are [NH2:1][C:2]1[C:3]2[C:13]([O:14][CH2:15][CH2:16][CH2:17][CH2:18][CH2:19][CH2:20][NH:21][C:22]([NH:24]CC3C=CC(OC)=CC=3)=[O:23])=[CH:12][CH:11]=[CH:10][C:4]=2[NH:5][S:6](=[O:9])(=[O:8])[N:7]=1.C(O)(C(F)(F)F)=O. The catalyst is C(Cl)Cl. (7) The reactants are [CH3:1][C:2]1[CH:9]=[C:8]([O:10][CH2:11][CH2:12][CH2:13][C:14]2[CH2:15][CH2:16][N:17]([CH3:20])[CH2:18][CH:19]=2)[CH:7]=[CH:6][C:3]=1[CH:4]=O.C[N:22]1CC=[C:25]([CH2:28][CH2:29][CH2:30]O)[CH2:24][CH2:23]1.N1C=CC=CC=1.C1(C)C=CC(S([Cl:47])(=O)=O)=CC=1.OC1C=CC(C=O)=C(C)C=1.C([O-])([O-])=O.[K+].[K+].C[N:66]([CH:68]=O)C. The catalyst is ClCCl.O. The product is [Cl:47][C:25]1[CH:28]=[C:29]([CH3:30])[C:68]2[N:66]=[C:4]([C:3]3[CH:6]=[CH:7][C:8]([O:10][CH2:11][CH2:12][CH2:13][C:14]4[CH2:15][CH2:16][N:17]([CH3:20])[CH2:18][CH:19]=4)=[CH:9][C:2]=3[CH3:1])[NH:22][C:23]=2[CH:24]=1. The yield is 0.0900. (8) The reactants are C[O:2][C:3]1[CH:4]=[C:5]2[C:9](=[CH:10][CH:11]=1)[C@H:8]([CH2:12][C:13]([O:15][CH2:16][CH3:17])=[O:14])[CH2:7][CH2:6]2.[Al+3].[Cl-].[Cl-].[Cl-].CCS. The catalyst is C(Cl)Cl. The product is [OH:2][C:3]1[CH:4]=[C:5]2[C:9](=[CH:10][CH:11]=1)[C@H:8]([CH2:12][C:13]([O:15][CH2:16][CH3:17])=[O:14])[CH2:7][CH2:6]2. The yield is 0.960.